Dataset: Reaction yield outcomes from USPTO patents with 853,638 reactions. Task: Predict the reaction yield, written as a fraction of the theoretical maximum amount of product (1.0 means a 100% yield; for example, 0.34 means a 34% yield). (1) The reactants are [CH2:1]([CH:4]1[CH2:8][NH:7][C:6](=[O:9])[CH2:5]1)[CH2:2][CH3:3].[CH2:10]=[O:11].[K]. The catalyst is C(O)C. The product is [OH:11][CH2:10][N:7]1[CH2:8][CH:4]([CH2:1][CH2:2][CH3:3])[CH2:5][C:6]1=[O:9]. The yield is 1.00. (2) The reactants are [CH:1]1[CH:2]=[C:3]([CH2:6][NH:7][C:8]2[C:13]([C:14]([OH:16])=O)=[CH:12][C:11]([S:17]([NH2:20])(=[O:19])=[O:18])=[C:10]([Cl:21])[CH:9]=2)[O:4][CH:5]=1.C1N=C[N:24](C(N2C=NC=C2)=O)[CH:23]=1.[CH3:34][N:35]([CH3:41])[CH2:36][CH2:37][CH2:38]NC. The catalyst is C1COCC1.O. The product is [CH3:34][N:35]([CH2:36][CH2:37][CH2:38][C:9]1[C:8]([NH:7][CH2:6][C:3]2[O:4][CH:5]=[CH:1][CH:2]=2)=[C:13]([CH:12]=[C:11]([S:17]([NH2:20])(=[O:19])=[O:18])[C:10]=1[Cl:21])[C:14]([NH:24][CH3:23])=[O:16])[CH3:41]. The yield is 0.900. (3) The reactants are [CH3:1][O:2][C:3]1[CH:8]=[CH:7][C:6]([CH2:9]O)=[CH:5][CH:4]=1.C1(P(C2C=CC=CC=2)C2C=CC=CC=2)C=CC=CC=1.[CH2:30]([O:34][C:35]([NH:37][S:38]([NH:41][CH2:42][C:43]([O:45][CH2:46][CH3:47])=[O:44])(=[O:40])=[O:39])=[O:36])[CH2:31][CH2:32][CH3:33].CC(OC(/N=N/C(OC(C)C)=O)=O)C. The catalyst is C1COCC1. The product is [CH2:30]([O:34][C:35]([N:37]([CH2:9][C:6]1[CH:5]=[CH:4][C:3]([O:2][CH3:1])=[CH:8][CH:7]=1)[S:38]([NH:41][CH2:42][C:43]([O:45][CH2:46][CH3:47])=[O:44])(=[O:39])=[O:40])=[O:36])[CH2:31][CH2:32][CH3:33]. The yield is 0.690. (4) The reactants are [Br:1][C:2]1[CH:3]=[CH:4][C:5]2[NH:14][C:13](=O)[CH2:12][N:11]3[C:7](=[N:8][C:9]([CH2:16][O:17][CH3:18])=[N:10]3)[C:6]=2[CH:19]=1.ClC1C=CC2NC(=O)C[N:30]3[C:26](=[N:27][C:28](COC)=[N:29]3)C=2C=1. No catalyst specified. The product is [Br:1][C:2]1[CH:3]=[CH:4][C:5]2[N:14]=[C:13]([N:29]3[CH:28]=[N:27][CH:26]=[N:30]3)[CH2:12][N:11]3[C:7]([C:6]=2[CH:19]=1)=[N:8][C:9]([CH2:16][O:17][CH3:18])=[N:10]3. The yield is 0.790. (5) The reactants are [Cl:1][C:2]1[N:7]=[C:6]([N:8]([CH3:16])[CH2:9][C:10]2[CH:15]=[CH:14][N:13]=[CH:12][CH:11]=2)[C:5]([F:17])=[C:4](Cl)[N:3]=1.O.[NH2:20][NH2:21]. The catalyst is CS(C)=O. The product is [Cl:1][C:2]1[N:7]=[C:6]([N:8]([CH3:16])[CH2:9][C:10]2[CH:15]=[CH:14][N:13]=[CH:12][CH:11]=2)[C:5]([F:17])=[C:4]([NH:20][NH2:21])[N:3]=1. The yield is 0.230. (6) The reactants are [Cl:1][C:2]1[CH:7]=[CH:6][C:5]([N:8]2[C:12]([S:13][CH3:14])=[C:11]([C:15]([O:17]C(C)(C)C)=[O:16])[N:10]=[C:9]2[C:22]2[CH:27]=[CH:26][C:25]([Cl:28])=[CH:24][C:23]=2[Cl:29])=[CH:4][CH:3]=1.C(O)(C(F)(F)F)=O. The catalyst is C(Cl)Cl. The product is [Cl:1][C:2]1[CH:7]=[CH:6][C:5]([N:8]2[C:12]([S:13][CH3:14])=[C:11]([C:15]([OH:17])=[O:16])[N:10]=[C:9]2[C:22]2[CH:27]=[CH:26][C:25]([Cl:28])=[CH:24][C:23]=2[Cl:29])=[CH:4][CH:3]=1. The yield is 0.980. (7) The reactants are [NH2:1][C:2]1[S:3][C:4]([C:7]([O:9][CH2:10][CH3:11])=[O:8])=[CH:5][N:6]=1.[C:12](O[C:12]([O:14][C:15]([CH3:18])([CH3:17])[CH3:16])=[O:13])([O:14][C:15]([CH3:18])([CH3:17])[CH3:16])=[O:13]. The catalyst is CN(C)C1C=CN=CC=1.C1COCC1. The product is [C:15]([O:14][C:12]([NH:1][C:2]1[S:3][C:4]([C:7]([O:9][CH2:10][CH3:11])=[O:8])=[CH:5][N:6]=1)=[O:13])([CH3:18])([CH3:17])[CH3:16]. The yield is 0.680.